This data is from Reaction yield outcomes from USPTO patents with 853,638 reactions. The task is: Predict the reaction yield, written as a fraction of the theoretical maximum amount of product (1.0 means a 100% yield; for example, 0.34 means a 34% yield). The reactants are [C:1]1([CH:7]=[CH:8][C:9](=[O:18])[CH:10]=[CH:11][C:12]2[CH:17]=[CH:16][CH:15]=[CH:14][CH:13]=2)[CH:6]=[CH:5][CH:4]=[CH:3][CH:2]=1.[CH3:19][NH2:20].O. The catalyst is CN(C)C=O. The product is [C:1]1([CH:7]2[CH2:8][C:9](=[O:18])[CH2:10][CH:11]([C:12]3[CH:13]=[CH:14][CH:15]=[CH:16][CH:17]=3)[N:20]2[CH3:19])[CH:6]=[CH:5][CH:4]=[CH:3][CH:2]=1. The yield is 0.600.